Dataset: Reaction yield outcomes from USPTO patents with 853,638 reactions. Task: Predict the reaction yield, written as a fraction of the theoretical maximum amount of product (1.0 means a 100% yield; for example, 0.34 means a 34% yield). (1) The reactants are Br[CH2:2][CH2:3][CH2:4][CH2:5][C:6]([CH3:21])([C:15]1[CH:20]=[CH:19][CH:18]=[CH:17][CH:16]=1)[CH2:7][O:8][CH:9]1[CH2:14][CH2:13][CH2:12][CH2:11][O:10]1.[Br:22][CH2:23]CCCCC(C)(C1C=CC=CC=1)CO.O1C=CCCC1. The catalyst is O.C1(C)C=CC(S(O)(=O)=O)=CC=1. The yield is 0.760. The product is [Br:22][CH2:23][CH2:2][CH2:3][CH2:4][CH2:5][C:6]([CH3:21])([C:15]1[CH:20]=[CH:19][CH:18]=[CH:17][CH:16]=1)[CH2:7][O:8][CH:9]1[CH2:14][CH2:13][CH2:12][CH2:11][O:10]1. (2) The reactants are [OH:1][C:2]1[C:7]([C:8](OCC)=[O:9])=[CH:6][N:5]=[C:4]2[S:13][C:14]([S:16]([N:19]3[CH2:24][CH2:23][O:22][CH2:21][CH2:20]3)(=[O:18])=[O:17])=[CH:15][C:3]=12.[Cl:25][C:26]1[CH:33]=[CH:32][C:29]([CH2:30][NH2:31])=[CH:28][CH:27]=1. The catalyst is C1(C)C=CC=CC=1. The product is [Cl:25][C:26]1[CH:33]=[CH:32][C:29]([CH2:30][NH:31][C:8]([C:7]2[C:2]([OH:1])=[C:3]3[CH:15]=[C:14]([S:16]([N:19]4[CH2:20][CH2:21][O:22][CH2:23][CH2:24]4)(=[O:17])=[O:18])[S:13][C:4]3=[N:5][CH:6]=2)=[O:9])=[CH:28][CH:27]=1. The yield is 0.380. (3) The reactants are [Cl:1][CH:2]([CH3:7])[C:3]([NH:5][OH:6])=[NH:4].C(N(CC)CC)C.[CH3:15][C:16]1[CH:17]=[C:18]([CH:22]=[CH:23][CH:24]=1)[C:19](Cl)=O. The catalyst is C(Cl)Cl. The product is [Cl:1][CH:2]([C:3]1[N:4]=[C:15]([C:16]2[CH:17]=[C:18]([CH3:19])[CH:22]=[CH:23][CH:24]=2)[O:6][N:5]=1)[CH3:7]. The yield is 0.590. (4) The reactants are [C:1]([C:5]1[CH:10]=[CH:9][N:8]=[CH:7][CH:6]=1)([CH3:4])([CH3:3])[CH3:2].[OH:11]O. The catalyst is C(O)(=O)C. The product is [C:1]([C:5]1[CH:10]=[CH:9][N+:8]([O-:11])=[CH:7][CH:6]=1)([CH3:4])([CH3:3])[CH3:2]. The yield is 0.990. (5) The reactants are [Cl:1][C:2]1[CH:7]=[CH:6][CH:5]=[CH:4][C:3]=1[C:8](=O)[CH2:9][C:10]1[CH:15]=[CH:14][CH:13]=[CH:12][CH:11]=1.[CH2:17]([O:19][C:20]1[CH:21]=[C:22]([CH:25]=[C:26]([N+:29]([O-:31])=[O:30])[C:27]=1[OH:28])[CH:23]=O)[CH3:18].[NH2:32][C:33]([NH2:35])=[O:34].Cl. The catalyst is C(O)C. The product is [Cl:1][C:2]1[CH:7]=[CH:6][CH:5]=[CH:4][C:3]=1[C:8]1[NH:35][C:33](=[O:34])[NH:32][CH:23]([C:22]2[CH:25]=[C:26]([N+:29]([O-:31])=[O:30])[C:27]([OH:28])=[C:20]([O:19][CH2:17][CH3:18])[CH:21]=2)[C:9]=1[C:10]1[CH:15]=[CH:14][CH:13]=[CH:12][CH:11]=1. The yield is 0.142. (6) The reactants are [C:1]([C:4]1[CH:8]=[C:7]([CH3:9])[N:6]([CH2:10][CH2:11][OH:12])[N:5]=1)(=[O:3])[CH3:2].[CH3:13]I.[H-].[Na+]. The product is [C:1]([C:4]1[CH:8]=[C:7]([CH3:9])[N:6]([CH2:10][CH2:11][O:12][CH3:13])[N:5]=1)(=[O:3])[CH3:2]. The catalyst is COCCOC.[Ag]=O. The yield is 0.220.